From a dataset of Reaction yield outcomes from USPTO patents with 853,638 reactions. Predict the reaction yield, written as a fraction of the theoretical maximum amount of product (1.0 means a 100% yield; for example, 0.34 means a 34% yield). (1) The reactants are Br.[Cl:2][C:3]1[CH:4]=[C:5]([C:9]2[O:13][N:12]=[C:11]([CH:14]([S:16][C:17]3[N:18]([CH2:30][CH3:31])[C:19]([C:22]4[CH:27]=[CH:26][N:25]=[C:24]([O:28]C)[CH:23]=4)=[N:20][N:21]=3)[CH3:15])[N:10]=2)[CH:6]=[CH:7][CH:8]=1.C([O-])(O)=O.[Na+]. The catalyst is CC(O)=O. The product is [Cl:2][C:3]1[CH:4]=[C:5]([C:9]2[O:13][N:12]=[C:11]([CH:14]([S:16][C:17]3[N:18]([CH2:30][CH3:31])[C:19]([C:22]4[CH:27]=[CH:26][N:25]=[C:24]([OH:28])[CH:23]=4)=[N:20][N:21]=3)[CH3:15])[N:10]=2)[CH:6]=[CH:7][CH:8]=1. The yield is 0.990. (2) The reactants are [H-].[Na+].[CH2:3]([OH:16])[CH2:4][CH2:5][CH2:6][CH2:7][CH2:8][CH2:9][CH2:10][CH2:11][CH2:12][CH2:13][CH2:14][OH:15].Br[CH2:18][CH2:19][CH2:20][CH2:21][CH2:22][CH2:23][CH2:24][CH2:25][CH2:26][CH2:27][CH2:28][CH2:29][Br:30].O. The catalyst is CCCCCC.C1(C)C=CC=CC=1. The product is [Br:30][CH2:29][CH2:28][CH2:27][CH2:26][CH2:25][CH2:24][CH2:23][CH2:22][CH2:21][CH2:20][CH2:19][CH2:18][O:16][CH2:3][CH2:4][CH2:5][CH2:6][CH2:7][CH2:8][CH2:9][CH2:10][CH2:11][CH2:12][CH2:13][CH2:14][O:15][CH2:18][CH2:19][CH2:20][CH2:21][CH2:22][CH2:23][CH2:24][CH2:25][CH2:26][CH2:27][CH2:28][CH2:29][Br:30]. The yield is 0.560. (3) The reactants are [C:1]1(=[O:8])[O:7][C:5](=[O:6])[CH2:4][CH2:3][CH2:2]1.[CH:9]1[C:21]2[CH:20]([CH2:22][OH:23])[C:19]3[C:14](=[CH:15][CH:16]=[CH:17][CH:18]=3)[C:13]=2[CH:12]=[CH:11][CH:10]=1. The catalyst is C(Cl)Cl.CN(C1C=CN=CC=1)C. The product is [CH:9]1[C:21]2[CH:20]([CH2:22][O:23][C:5]([CH2:4][CH2:3][CH2:2][C:1]([OH:7])=[O:8])=[O:6])[C:19]3[C:14](=[CH:15][CH:16]=[CH:17][CH:18]=3)[C:13]=2[CH:12]=[CH:11][CH:10]=1. The yield is 0.610. (4) The reactants are Br[C:2]1[C:7](=[O:8])[C:6]([O:9][CH3:10])=[CH:5][N:4]([C:11]2[CH:12]=[CH:13][CH:14]=[C:15]3[C:20]=2[N:19]=[CH:18][CH:17]=[CH:16]3)[N:3]=1.[C:21]1([N:27]2[C:31](B3OC(C)(C)C(C)(C)O3)=[CH:30][CH:29]=[N:28]2)[CH:26]=[CH:25][CH:24]=[CH:23][CH:22]=1.CC([O-])=O.[K+]. The catalyst is C(O)CCC.O. The product is [CH3:10][O:9][C:6]1[C:7](=[O:8])[C:2]([C:31]2[N:27]([C:21]3[CH:22]=[CH:23][CH:24]=[CH:25][CH:26]=3)[N:28]=[CH:29][CH:30]=2)=[N:3][N:4]([C:11]2[CH:12]=[CH:13][CH:14]=[C:15]3[C:20]=2[N:19]=[CH:18][CH:17]=[CH:16]3)[CH:5]=1. The yield is 0.810. (5) The reactants are [O:1]1[CH2:6][CH2:5][CH:4]([OH:7])[CH2:3][CH2:2]1.C1(P(C2C=CC=CC=2)C2C=CC=CC=2)C=CC=CC=1.[CH2:27]([C:29]1[N:30]=[C:31]([CH2:58][CH2:59][CH3:60])[N:32]([CH2:43][C:44]2[CH:49]=[CH:48][C:47]([C:50]3[C:51]([C:56]#[N:57])=[CH:52][CH:53]=[CH:54][CH:55]=3)=[CH:46][CH:45]=2)[C:33](=[O:42])[C:34]=1[C:35]1[CH:40]=[CH:39][C:38](O)=[CH:37][CH:36]=1)[CH3:28].[N:61]([C:69]([O:71]C(C)C)=[O:70])=[N:61][C:69]([O:71]C(C)C)=[O:70]. The catalyst is O1CCCC1.C(OCC)(=O)C. The product is [CH2:27]([C:29]1[N:30]=[C:31]([CH2:58][CH2:59][CH3:60])[N:32]([CH2:43][C:44]2[CH:49]=[CH:48][C:47]([C:50]3[CH:55]=[CH:54][CH:53]=[CH:52][C:51]=3[C:56]3[NH:61][C:69](=[O:70])[O:71][N:57]=3)=[CH:46][CH:45]=2)[C:33](=[O:42])[C:34]=1[C:35]1[CH:40]=[CH:39][C:38]([O:7][CH:4]2[CH2:5][CH2:6][O:1][CH2:2][CH2:3]2)=[CH:37][CH:36]=1)[CH3:28]. The yield is 0.360. (6) The reactants are [CH3:1][N:2]([CH2:46][CH2:47][N:48]1[CH2:53][CH2:52][NH:51][CH2:50][CH2:49]1)[C:3](=[O:45])[C:4]1[CH:44]=[CH:43][CH:42]=[C:6]([C:7]([NH:9][C:10]2[CH:15]=[CH:14][C:13]([N:16]3[CH2:21][CH2:20][CH2:19][CH2:18][CH2:17]3)=[CH:12][C:11]=2[C:22]2[CH:27]=[C:26]([C:28](=[O:41])[NH:29][CH2:30][C:31]3[CH:36]=[CH:35][CH:34]=[C:33]([C:37]([F:40])([F:39])[F:38])[CH:32]=3)[CH:25]=[CH:24][N:23]=2)=[O:8])[CH:5]=1.C(N(CC)CC)C.[C:61](Cl)(=[O:63])[CH3:62]. The catalyst is ClCCl. The product is [C:61]([N:51]1[CH2:52][CH2:53][N:48]([CH2:47][CH2:46][N:2]([CH3:1])[C:3](=[O:45])[C:4]2[CH:44]=[CH:43][CH:42]=[C:6]([C:7]([NH:9][C:10]3[CH:15]=[CH:14][C:13]([N:16]4[CH2:21][CH2:20][CH2:19][CH2:18][CH2:17]4)=[CH:12][C:11]=3[C:22]3[CH:27]=[C:26]([C:28](=[O:41])[NH:29][CH2:30][C:31]4[CH:36]=[CH:35][CH:34]=[C:33]([C:37]([F:39])([F:40])[F:38])[CH:32]=4)[CH:25]=[CH:24][N:23]=3)=[O:8])[CH:5]=2)[CH2:49][CH2:50]1)(=[O:63])[CH3:62]. The yield is 0.380. (7) The reactants are [NH2:1][CH:2]1[N:8]=[C:7]([CH3:9])[C:6]2[CH:10]=[CH:11][CH:12]=[C:13]([N:14]([CH3:16])[CH3:15])[C:5]=2[N:4]([CH2:17][C:18]([N:20]2[CH2:26][CH:25]3[CH2:27][CH2:28][CH:22]([CH2:23][CH2:24]3)[CH2:21]2)=[O:19])[C:3]1=[O:29].[C:30]1([CH3:39])[CH:35]=[CH:34][CH:33]=[C:32]([N:36]=[C:37]=[O:38])[CH:31]=1.[ClH:40]. The catalyst is O1CCCC1.C(OCC)(=O)C. The product is [ClH:40].[CH:25]12[CH2:24][CH2:23][CH:22]([CH2:28][CH2:27]1)[CH2:21][N:20]([C:18]([CH2:17][N:4]1[C:5]3[C:13]([N:14]([CH3:16])[CH3:15])=[CH:12][CH:11]=[CH:10][C:6]=3[C:7]([CH3:9])=[N:8][CH:2]([NH:1][C:37]([NH:36][C:32]3[CH:33]=[CH:34][CH:35]=[C:30]([CH3:39])[CH:31]=3)=[O:38])[C:3]1=[O:29])=[O:19])[CH2:26]2. The yield is 0.615.